Dataset: Forward reaction prediction with 1.9M reactions from USPTO patents (1976-2016). Task: Predict the product of the given reaction. (1) Given the reactants [Cl:1][C:2]1[C:3]([CH2:8][NH:9][C:10]([C@H:12]2[CH2:17][CH2:16][C@@H:15]([OH:18])[CH2:14][CH2:13]2)=[O:11])=[N:4][CH:5]=[CH:6][N:7]=1.[C:19](OC(=O)C)(=[O:21])[CH3:20], predict the reaction product. The product is: [C:19]([O:18][C@H:15]1[CH2:16][CH2:17][C@@H:12]([C:10](=[O:11])[NH:9][CH2:8][C:3]2[C:2]([Cl:1])=[N:7][CH:6]=[CH:5][N:4]=2)[CH2:13][CH2:14]1)(=[O:21])[CH3:20]. (2) Given the reactants [H-].[Na+].[CH3:3][O:4][C:5]1[CH:19]=[CH:18][C:8]([CH2:9]P(=O)(OCC)OCC)=[C:7]([CH3:20])[CH:6]=1.[F:21][C:22]1[CH:23]=[CH:24][C:25]([CH:48]=O)=[C:26]([C:28]2[N:33]=[C:32]([N:34]3[C:38]([C:39]([F:42])([F:41])[F:40])=[C:37]([C:43]([O:45][CH2:46][CH3:47])=[O:44])[CH:36]=[N:35]3)[CH:31]=[CH:30][CH:29]=2)[CH:27]=1, predict the reaction product. The product is: [F:21][C:22]1[CH:23]=[CH:24][C:25](/[CH:48]=[CH:9]/[C:8]2[CH:18]=[CH:19][C:5]([O:4][CH3:3])=[CH:6][C:7]=2[CH3:20])=[C:26]([C:28]2[N:33]=[C:32]([N:34]3[C:38]([C:39]([F:42])([F:41])[F:40])=[C:37]([C:43]([O:45][CH2:46][CH3:47])=[O:44])[CH:36]=[N:35]3)[CH:31]=[CH:30][CH:29]=2)[CH:27]=1. (3) Given the reactants [CH:1]12[O:9][CH:5]([CH2:6][NH:7][CH2:8]1)[CH2:4][N:3]([CH2:10][CH2:11][CH2:12][NH:13][C:14]1[CH:21]=[CH:20][C:17]([C:18]#[N:19])=[CH:16][CH:15]=1)[CH2:2]2.C([O-])([O-])=O.[K+].[K+].Cl[CH2:29][C:30](=[O:35])[C:31]([CH3:34])([CH3:33])[CH3:32].C(Cl)Cl, predict the reaction product. The product is: [CH3:32][C:31]([CH3:34])([CH3:33])[C:30](=[O:35])[CH2:29][N:7]1[CH2:8][CH:1]2[O:9][CH:5]([CH2:4][N:3]([CH2:10][CH2:11][CH2:12][NH:13][C:14]3[CH:21]=[CH:20][C:17]([C:18]#[N:19])=[CH:16][CH:15]=3)[CH2:2]2)[CH2:6]1. (4) Given the reactants [Cl:1][C:2]1[C:3]2[NH:10][CH:9]=[CH:8][C:4]=2[N:5]=[CH:6][N:7]=1.[F:11][C:12]1[CH:13]=[C:14]([CH:26]=[CH:27][CH:28]=1)[CH2:15][N:16]1[C:24]2[C:19](=[CH:20][C:21]([NH2:25])=[CH:22][CH:23]=2)[CH:18]=[N:17]1.C(OCC)(=O)C, predict the reaction product. The product is: [ClH:1].[F:11][C:12]1[CH:13]=[C:14]([CH:26]=[CH:27][CH:28]=1)[CH2:15][N:16]1[C:24]2[C:19](=[CH:20][C:21]([NH:25][C:2]3[C:3]4[NH:10][CH:9]=[CH:8][C:4]=4[N:5]=[CH:6][N:7]=3)=[CH:22][CH:23]=2)[CH:18]=[N:17]1. (5) Given the reactants [CH3:1][O:2][C:3]([C@H:5]1[CH2:10][CH2:9][C@H:8](C(O)=O)[CH2:7][CH2:6]1)=[O:4].C1C=CC(P(N=[N+]=[N-])(C2C=CC=CC=2)=[O:21])=CC=1.[C:31]1([C@H:41]([N:43]([CH2:51][C@@H:52]2[C@@H:56]([C:57]3[CH:62]=[CH:61][CH:60]=[CH:59][CH:58]=3)[CH2:55][NH:54][CH2:53]2)[C:44](=[O:50])[O:45][C:46]([CH3:49])([CH3:48])[CH3:47])[CH3:42])[C:40]2[C:35](=[CH:36][CH:37]=[CH:38][CH:39]=2)[CH:34]=[CH:33][CH:32]=1.C([N:65]([CH2:68]C)CC)C, predict the reaction product. The product is: [C:46]([O:45][C:44]([N:43]([CH2:51][C@@H:52]1[C@@H:56]([C:57]2[CH:58]=[CH:59][CH:60]=[CH:61][CH:62]=2)[CH2:55][N:54]([C:68]([NH:65][C@H:8]2[CH2:7][CH2:6][C@H:5]([C:3]([O:2][CH3:1])=[O:4])[CH2:10][CH2:9]2)=[O:21])[CH2:53]1)[C@@H:41]([C:31]1[C:40]2[C:35](=[CH:36][CH:37]=[CH:38][CH:39]=2)[CH:34]=[CH:33][CH:32]=1)[CH3:42])=[O:50])([CH3:48])([CH3:49])[CH3:47]. (6) Given the reactants C([O:3][C:4]([C:6]1[CH:7]=[C:8]2[CH:14]=[CH:13][O:12][C:9]2=[N:10][CH:11]=1)=O)C.[H-].[H-].[H-].[H-].[Li+].[Al+3], predict the reaction product. The product is: [O:12]1[C:9]2=[N:10][CH:11]=[C:6]([CH2:4][OH:3])[CH:7]=[C:8]2[CH:14]=[CH:13]1.